This data is from Full USPTO retrosynthesis dataset with 1.9M reactions from patents (1976-2016). The task is: Predict the reactants needed to synthesize the given product. (1) Given the product [F:41][C:33]1[C:34]([O:39][CH3:40])=[CH:35][C:36]([O:37][CH3:38])=[C:2]([F:1])[C:3]=1[CH2:4][O:5][C:6]1[CH:7]=[N:8][C:9]([NH:12][C:13]2[CH:18]=[CH:17][C:16]([N:19]3[CH2:20][CH2:21][N:22]([CH3:44])[CH2:23][CH2:24]3)=[C:15]([O:25][CH2:26][CH2:27][N:28]3[CH:32]=[CH:31][CH:30]=[N:29]3)[CH:14]=2)=[N:10][CH:11]=1, predict the reactants needed to synthesize it. The reactants are: [F:1][C:2]1[C:36]([O:37][CH3:38])=[CH:35][C:34]([O:39][CH3:40])=[C:33]([F:41])[C:3]=1[CH2:4][O:5][C:6]1[CH:7]=[N:8][C:9]([NH:12][C:13]2[CH:18]=[CH:17][C:16]([N:19]3[CH2:24][CH2:23][NH:22][CH2:21][CH2:20]3)=[C:15]([O:25][CH2:26][CH2:27][N:28]3[CH:32]=[CH:31][CH:30]=[N:29]3)[CH:14]=2)=[N:10][CH:11]=1.C=O.[C:44](O[BH-](OC(=O)C)OC(=O)C)(=O)C.[Na+].C(=O)([O-])O.[Na+]. (2) Given the product [CH2:1]([N:5]1[C:13]2[C:12](=[O:14])[N:11]([CH2:33][C:32]3[CH:35]=[CH:36][CH:37]=[CH:38][C:31]=3[C:29]#[N:30])[C:10]([Cl:15])=[N:9][C:8]=2[N:7]=[C:6]1[N:16]1[CH2:21][CH2:20][N:19]([C:22]([O:24][C:25]([CH3:28])([CH3:27])[CH3:26])=[O:23])[CH2:18][CH2:17]1)[C:2]#[C:3][CH3:4], predict the reactants needed to synthesize it. The reactants are: [CH2:1]([N:5]1[C:13]2[C:12](=[O:14])[NH:11][C:10]([Cl:15])=[N:9][C:8]=2[N:7]=[C:6]1[N:16]1[CH2:21][CH2:20][N:19]([C:22]([O:24][C:25]([CH3:28])([CH3:27])[CH3:26])=[O:23])[CH2:18][CH2:17]1)[C:2]#[C:3][CH3:4].[C:29]([C:31]1[CH:38]=[CH:37][CH:36]=[CH:35][C:32]=1[CH2:33]Br)#[N:30].C(=O)([O-])[O-].[K+].[K+].CN(C)C=O. (3) Given the product [NH2:4][C:5]1[N:9]([CH3:10])[N:8]=[C:7]([C:11]([CH3:12])([CH3:13])[CH3:14])[C:6]=1[N+:15]([O-:17])=[O:16], predict the reactants needed to synthesize it. The reactants are: C([NH:4][C:5]1[N:9]([CH3:10])[N:8]=[C:7]([C:11]([CH3:14])([CH3:13])[CH3:12])[CH:6]=1)(=O)C.[N+:15]([O-])([OH:17])=[O:16]. (4) Given the product [Cl:1][C:2]1[C:11]([C:12]2([C:13]#[N:14])[CH2:19][CH2:18]2)=[CH:10][CH:9]=[CH:8][C:3]=1[C:4]([O:6][CH3:7])=[O:5], predict the reactants needed to synthesize it. The reactants are: [Cl:1][C:2]1[C:11]([CH2:12][C:13]#[N:14])=[CH:10][CH:9]=[CH:8][C:3]=1[C:4]([O:6][CH3:7])=[O:5].[H-].[Na+].Br[CH2:18][CH2:19]Br. (5) Given the product [F:12][C:13]1[CH:14]=[C:15]([C:20]2[CH:24]=[C:23]([CH2:25][NH:26][C:27](=[O:29])[CH3:28])[O:22][N:21]=2)[CH:16]=[CH:17][C:18]=1[N:1]1[CH:5]=[CH:4][N:3]=[CH:2]1, predict the reactants needed to synthesize it. The reactants are: [NH:1]1[CH:5]=[CH:4][N:3]=[CH:2]1.C(=O)([O-])[O-].[K+].[K+].[F:12][C:13]1[CH:14]=[C:15]([C:20]2[CH:24]=[C:23]([CH2:25][NH:26][C:27](=[O:29])[CH3:28])[O:22][N:21]=2)[CH:16]=[CH:17][C:18]=1F.[Cl-].[Na+]. (6) The reactants are: [CH:1](=O)[C:2]1[C:3]([O:8][CH3:9])=[CH:4][CH:5]=[CH:6][CH:7]=1.[CH3:11][NH:12][CH2:13][CH2:14][NH:15][CH3:16].[O-]S([O-])(=O)=O.[Mg+2]. Given the product [CH3:9][O:8][C:3]1[CH:4]=[CH:5][CH:6]=[CH:7][C:2]=1[CH:1]1[N:15]([CH3:16])[CH2:14][CH2:13][N:12]1[CH3:11], predict the reactants needed to synthesize it. (7) Given the product [Cl:22][C:16]1[CH:17]=[C:18]([Cl:21])[CH:19]=[CH:20][C:15]=1[C:13]1[N:14]=[C:10](/[CH:9]=[CH:8]/[C:5]2[CH:6]=[CH:7][C:2]([C:31]3[CH:30]=[CH:29][C:28]4[O:23][CH2:24][CH2:25][O:26][C:27]=4[CH:32]=3)=[CH:3][CH:4]=2)[NH:11][CH:12]=1, predict the reactants needed to synthesize it. The reactants are: Br[C:2]1[CH:7]=[CH:6][C:5](/[CH:8]=[CH:9]/[C:10]2[NH:11][CH:12]=[C:13]([C:15]3[CH:20]=[CH:19][C:18]([Cl:21])=[CH:17][C:16]=3[Cl:22])[N:14]=2)=[CH:4][CH:3]=1.[O:23]1[C:28]2[CH:29]=[CH:30][C:31](B(O)O)=[CH:32][C:27]=2[O:26][CH2:25][CH2:24]1. (8) Given the product [F:1][C:2]1[C:10]([CH3:11])=[C:9]([F:12])[CH:8]=[CH:7][C:3]=1[C:4]([Cl:20])=[O:5], predict the reactants needed to synthesize it. The reactants are: [F:1][C:2]1[C:10]([CH3:11])=[C:9]([F:12])[CH:8]=[CH:7][C:3]=1[C:4](O)=[O:5].CN(C)C=O.S(Cl)([Cl:20])=O.